From a dataset of Full USPTO retrosynthesis dataset with 1.9M reactions from patents (1976-2016). Predict the reactants needed to synthesize the given product. (1) The reactants are: [CH:1]1([CH2:4][O:5][C:6]2[CH:14]=[CH:13][C:9]([C:10]([OH:12])=O)=[CH:8][CH:7]=2)[CH2:3][CH2:2]1.CCN=C=NCCCN(C)C.Cl.C1C=CC2N(O)N=NC=2C=1.FC(F)(F)C(O)=O.[CH2:44]1[C:53]2[C:48](=[CH:49][C:50]([CH:54]([NH:56][C:57](=[O:59])[CH3:58])[CH3:55])=[CH:51][CH:52]=2)[CH2:47][CH2:46][NH:45]1. Given the product [CH:1]1([CH2:4][O:5][C:6]2[CH:7]=[CH:8][C:9]([C:10]([N:45]3[CH2:46][CH2:47][C:48]4[C:53](=[CH:52][CH:51]=[C:50]([CH:54]([NH:56][C:57](=[O:59])[CH3:58])[CH3:55])[CH:49]=4)[CH2:44]3)=[O:12])=[CH:13][CH:14]=2)[CH2:2][CH2:3]1, predict the reactants needed to synthesize it. (2) Given the product [N:43]1[CH:42]=[N:41][N:39]2[CH:40]=[C:35]([C:24]3[O:25][C:26]4([CH2:29][CH2:30][C:31](=[CH:9][C:10]([O:12][CH2:13][CH3:14])=[O:11])[CH2:32][CH2:33]4)[C:27](=[O:28])[C:23]=3[C:19]3[CH:18]=[C:17]([CH3:44])[CH:22]=[CH:21][CH:20]=3)[CH:36]=[CH:37][C:38]=12, predict the reactants needed to synthesize it. The reactants are: C(OP([CH2:9][C:10]([O:12][CH2:13][CH3:14])=[O:11])(OCC)=O)C.[H-].[Na+].[C:17]1([CH3:44])[CH:22]=[CH:21][CH:20]=[C:19]([C:23]2[C:27](=[O:28])[C:26]3([CH2:33][CH2:32][C:31](=O)[CH2:30][CH2:29]3)[O:25][C:24]=2[C:35]2[CH:36]=[CH:37][C:38]3[N:39]([N:41]=[CH:42][N:43]=3)[CH:40]=2)[CH:18]=1. (3) Given the product [ClH:1].[CH3:18][C:19]1([CH3:31])[CH:28]=[CH:27][C:26]2[C:21](=[C:22]([CH2:29][N:8]3[CH2:7][CH2:6][C:5]4([CH2:2][NH:3][CH2:4]4)[CH2:10][CH2:9]3)[CH:23]=[CH:24][CH:25]=2)[O:20]1, predict the reactants needed to synthesize it. The reactants are: [ClH:1].[CH2:2]1[C:5]2([CH2:10][CH2:9][NH:8][CH2:7][CH2:6]2)[CH2:4][N:3]1C(OC(C)(C)C)=O.[CH3:18][C:19]1([CH3:31])[CH:28]=[CH:27][C:26]2[C:21](=[C:22]([CH:29]=O)[CH:23]=[CH:24][CH:25]=2)[O:20]1. (4) The reactants are: [C:1]([NH:5][C:6]([C:8]1[C:16]2[C:11](=[N:12][CH:13]=[C:14]([NH:17][C:18]3[NH:22][N:21]=[C:20]([CH3:23])[CH:19]=3)[N:15]=2)[N:10](COCC[Si](C)(C)C)[CH:9]=1)=[O:7])([CH3:4])([CH3:3])[CH3:2].FC(F)(F)C(O)=O. Given the product [C:1]([NH:5][C:6]([C:8]1[C:16]2[C:11](=[N:12][CH:13]=[C:14]([NH:17][C:18]3[NH:22][N:21]=[C:20]([CH3:23])[CH:19]=3)[N:15]=2)[NH:10][CH:9]=1)=[O:7])([CH3:4])([CH3:3])[CH3:2], predict the reactants needed to synthesize it. (5) Given the product [Br:1][C:2]1[CH:7]=[CH:6][C:5]([C:8](=[CH:11][N:12]([CH3:14])[CH3:13])[C:9]#[N:10])=[CH:4][CH:3]=1, predict the reactants needed to synthesize it. The reactants are: [Br:1][C:2]1[CH:7]=[CH:6][C:5]([CH2:8][C:9]#[N:10])=[CH:4][CH:3]=1.[CH3:11][N:12]([CH:14]=O)[CH3:13].C[C:11]([N:12]([CH3:14])[CH3:13])=O. (6) Given the product [OH:1][C:2]1[CH:3]=[C:4]2[C:8](=[CH:9][CH:10]=1)[N:7]([S:11]([C:14]1[CH:15]=[CH:16][CH:17]=[CH:18][CH:19]=1)(=[O:13])=[O:12])[N:6]=[C:5]2[CH2:34][N:33]([CH3:35])[CH2:32][CH2:31][N:23]([CH3:22])[C:24](=[O:30])[O:25][C:26]([CH3:29])([CH3:28])[CH3:27], predict the reactants needed to synthesize it. The reactants are: [OH:1][C:2]1[CH:3]=[C:4]2[C:8](=[CH:9][CH:10]=1)[N:7]([S:11]([C:14]1[CH:19]=[CH:18][CH:17]=[CH:16][CH:15]=1)(=[O:13])=[O:12])[N:6]=[C:5]2C=O.[CH3:22][N:23]([CH2:31][CH2:32][NH:33][CH3:34])[C:24](=[O:30])[O:25][C:26]([CH3:29])([CH3:28])[CH3:27].[CH2:35](N(CC)CC)C.C([BH3-])#N.[Na+].